Dataset: Reaction yield outcomes from USPTO patents with 853,638 reactions. Task: Predict the reaction yield, written as a fraction of the theoretical maximum amount of product (1.0 means a 100% yield; for example, 0.34 means a 34% yield). (1) The yield is 0.880. The reactants are [Cl-].[C:2]([OH:8])(=O)[CH2:3][CH2:4][C:5]#[CH:6].[Cl:9][C:10]1[CH:11]=[C:12]([NH:16][CH3:17])[CH:13]=[CH:14][CH:15]=1. The catalyst is C(Cl)Cl. The product is [Cl:9][C:10]1[CH:11]=[C:12]([N:16]([CH3:17])[C:2](=[O:8])[CH2:3][CH2:4][C:5]#[CH:6])[CH:13]=[CH:14][CH:15]=1. (2) The reactants are [Br:1][C:2]1[CH:7]=[CH:6][C:5]([O:8][CH3:9])=[CH:4][C:3]=1[CH:10]1[CH2:15][CH2:14][NH:13][CH2:12][CH2:11]1.C=O.O.[C:19](O)(=O)C.C(O[BH-](OC(=O)C)OC(=O)C)(=O)C.[Na+].C([O-])(O)=O.[Na+]. The catalyst is CO.C(Cl)Cl. The product is [Br:1][C:2]1[CH:7]=[CH:6][C:5]([O:8][CH3:9])=[CH:4][C:3]=1[CH:10]1[CH2:11][CH2:12][N:13]([CH3:19])[CH2:14][CH2:15]1. The yield is 0.980. (3) The reactants are [NH2:1][C:2]1[CH:10]=[CH:9][CH:8]=[C:4]([C:5]([OH:7])=O)[C:3]=1[C:11]([OH:13])=[O:12].[C:14](OC(=O)C)(=[O:16])[CH3:15]. No catalyst specified. The product is [C:14]([NH:1][C:2]1[CH:10]=[CH:9][CH:8]=[C:4]2[C:5]([O:13][C:11](=[O:12])[C:3]=12)=[O:7])(=[O:16])[CH3:15]. The yield is 0.610.